This data is from Full USPTO retrosynthesis dataset with 1.9M reactions from patents (1976-2016). The task is: Predict the reactants needed to synthesize the given product. Given the product [Si:10]([O:9][CH2:8][C:5]1[CH:4]=[CH:3][C:2]([B:17]2[O:22][C:23]([CH3:24])([CH3:25])[C:27]([CH3:28])([CH3:29])[O:26]2)=[CH:7][N:6]=1)([C:13]([CH3:16])([CH3:15])[CH3:14])([CH3:12])[CH3:11], predict the reactants needed to synthesize it. The reactants are: Br[C:2]1[CH:3]=[CH:4][C:5]([CH2:8][O:9][Si:10]([C:13]([CH3:16])([CH3:15])[CH3:14])([CH3:12])[CH3:11])=[N:6][CH:7]=1.[B:17]([O:26][CH:27]([CH3:29])[CH3:28])([O:22][CH:23]([CH3:25])[CH3:24])OC(C)C.[Li]CCCC.OC(C(O)(C)C)(C)C.